The task is: Binary Classification. Given a drug SMILES string, predict its activity (active/inactive) in a high-throughput screening assay against a specified biological target.. This data is from HIV replication inhibition screening data with 41,000+ compounds from the AIDS Antiviral Screen. (1) The drug is CCc1nnc(-c2nsc3ccccc23)s1. The result is 0 (inactive). (2) The drug is CC12CCC(C(Nc3cc(C(F)(F)F)cc(C(F)(F)F)c3)C1=O)C2(C)C. The result is 0 (inactive). (3) The compound is CCOC(=O)c1[nH]cc(C)c1-c1c[nH]c2ccccc12. The result is 0 (inactive). (4) The compound is Cc1cc(C)c(C2C3C(=O)N(c4ccc(Cc5ccc(N6C(=O)C7ON(c8ccccc8)C(c8c(C)cc(C)cc8C)C7C6=O)cc5)cc4)C(=O)C3ON2c2ccccc2)c(C)c1. The result is 0 (inactive).